The task is: Regression. Given two drug SMILES strings and cell line genomic features, predict the synergy score measuring deviation from expected non-interaction effect.. This data is from NCI-60 drug combinations with 297,098 pairs across 59 cell lines. (1) Drug 1: CC1=C2C(C(=O)C3(C(CC4C(C3C(C(C2(C)C)(CC1OC(=O)C(C(C5=CC=CC=C5)NC(=O)OC(C)(C)C)O)O)OC(=O)C6=CC=CC=C6)(CO4)OC(=O)C)OC)C)OC. Drug 2: CCCCC(=O)OCC(=O)C1(CC(C2=C(C1)C(=C3C(=C2O)C(=O)C4=C(C3=O)C=CC=C4OC)O)OC5CC(C(C(O5)C)O)NC(=O)C(F)(F)F)O. Cell line: DU-145. Synergy scores: CSS=62.9, Synergy_ZIP=17.8, Synergy_Bliss=17.0, Synergy_Loewe=-8.68, Synergy_HSA=17.9. (2) Drug 1: CS(=O)(=O)OCCCCOS(=O)(=O)C. Drug 2: CC1C(C(CC(O1)OC2CC(CC3=C2C(=C4C(=C3O)C(=O)C5=CC=CC=C5C4=O)O)(C(=O)C)O)N)O. Cell line: M14. Synergy scores: CSS=33.8, Synergy_ZIP=-0.416, Synergy_Bliss=-3.31, Synergy_Loewe=-41.5, Synergy_HSA=-3.96. (3) Drug 1: CN(CC1=CN=C2C(=N1)C(=NC(=N2)N)N)C3=CC=C(C=C3)C(=O)NC(CCC(=O)O)C(=O)O. Cell line: SK-MEL-28. Drug 2: C1CC(=O)NC(=O)C1N2C(=O)C3=CC=CC=C3C2=O. Synergy scores: CSS=26.6, Synergy_ZIP=-8.77, Synergy_Bliss=-3.95, Synergy_Loewe=-35.2, Synergy_HSA=-4.05. (4) Drug 1: CS(=O)(=O)OCCCCOS(=O)(=O)C. Drug 2: CC1C(C(CC(O1)OC2CC(CC3=C2C(=C4C(=C3O)C(=O)C5=C(C4=O)C(=CC=C5)OC)O)(C(=O)CO)O)N)O.Cl. Cell line: HOP-62. Synergy scores: CSS=39.6, Synergy_ZIP=0.201, Synergy_Bliss=-1.94, Synergy_Loewe=-24.1, Synergy_HSA=-1.39. (5) Drug 1: CC1=C(C=C(C=C1)C(=O)NC2=CC(=CC(=C2)C(F)(F)F)N3C=C(N=C3)C)NC4=NC=CC(=N4)C5=CN=CC=C5. Drug 2: N.N.Cl[Pt+2]Cl. Cell line: SR. Synergy scores: CSS=56.1, Synergy_ZIP=-0.293, Synergy_Bliss=-0.668, Synergy_Loewe=-0.107, Synergy_HSA=1.72.